This data is from KCNQ2 potassium channel screen with 302,405 compounds. The task is: Binary Classification. Given a drug SMILES string, predict its activity (active/inactive) in a high-throughput screening assay against a specified biological target. (1) The drug is O=C(NCCC=1CCCCC1)CCNC(=O)c1ccc([N+]([O-])=O)cc1. The result is 0 (inactive). (2) The molecule is S=C(N\N=C1\c2c(N(Cc3c(cccc3)C)C1=O)cccc2)Nc1c(F)cccc1. The result is 0 (inactive). (3) The drug is O=C1C2C(N3CCCCC3)CCC1CCC2. The result is 0 (inactive). (4) The molecule is S1C(N(N=C1NC(=O)C)C(=O)C)c1ccc(cc1)C. The result is 0 (inactive). (5) The result is 0 (inactive). The drug is S=C(N1N=C(CC1c1c(OC)cccc1)c1ccccc1)Nc1ccccc1. (6) The drug is OC(CCN(C)C)(CCC)c1ccc(OC)cc1. The result is 0 (inactive).